Dataset: Forward reaction prediction with 1.9M reactions from USPTO patents (1976-2016). Task: Predict the product of the given reaction. (1) Given the reactants [H-].[Na+].[CH2:3]([O:5][C:6](=[O:16])[CH2:7]P(OCC)(OCC)=O)[CH3:4].[CH3:17][O:18][C:19]1[CH:24]=[CH:23][CH:22]=[CH:21][C:20]=1[CH2:25][C:26](=O)[CH3:27], predict the reaction product. The product is: [CH2:3]([O:5][C:6](=[O:16])[CH:7]=[C:26]([CH3:27])[CH2:25][C:20]1[CH:21]=[CH:22][CH:23]=[CH:24][C:19]=1[O:18][CH3:17])[CH3:4]. (2) Given the reactants [Cl:1][C:2]1[CH:7]=[CH:6][C:5]([C:8]2[CH:13]=[C:12]([C:14]([F:17])([F:16])[F:15])[N:11]3[N:18]=[CH:19][CH:20]=[C:10]3[N:9]=2)=[CH:4][C:3]=1[CH3:21].C([O-])(=O)C.[Na+].[I:27]Cl, predict the reaction product. The product is: [Cl:1][C:2]1[CH:7]=[CH:6][C:5]([C:8]2[CH:13]=[C:12]([C:14]([F:15])([F:16])[F:17])[N:11]3[N:18]=[CH:19][C:20]([I:27])=[C:10]3[N:9]=2)=[CH:4][C:3]=1[CH3:21].